Task: Predict the reaction yield, written as a fraction of the theoretical maximum amount of product (1.0 means a 100% yield; for example, 0.34 means a 34% yield).. Dataset: Reaction yield outcomes from USPTO patents with 853,638 reactions (1) The reactants are [N:1]([C:4]([CH3:33])([CH3:32])[C:5]([NH:7][C:8]1[C:17]2[C:12](=[CH:13][CH:14]=[C:15]([CH3:18])[CH:16]=2)[N:11]=[C:10]([N:19]2[CH2:25][C:24]3[CH:26]=[CH:27][CH:28]=[CH:29][C:23]=3[S:22](=[O:31])(=[O:30])[CH2:21][CH2:20]2)[CH:9]=1)=[O:6])=[N+]=[N-]. The catalyst is C(OCC)(=O)C.[Pd]. The product is [O:31]=[S:22]1(=[O:30])[C:23]2[CH:29]=[CH:28][CH:27]=[CH:26][C:24]=2[CH2:25][N:19]([C:10]2[CH:9]=[C:8]([NH:7][C:5](=[O:6])[C:4]([CH3:33])([CH3:32])[NH2:1])[C:17]3[C:12](=[CH:13][CH:14]=[C:15]([CH3:18])[CH:16]=3)[N:11]=2)[CH2:20][CH2:21]1. The yield is 0.730. (2) The reactants are [NH2:1][C:2]1[N:3]=[CH:4][C:5]2[C:10]([C:11]([C:13]3[CH:14]=[C:15]([NH:19][C:20](=[O:29])[CH2:21][C:22]4[CH:27]=[CH:26][C:25](Br)=[CH:24][N:23]=4)[CH:16]=[N:17][CH:18]=3)=[O:12])=[CH:9][N:8]([C:30]([CH3:34])([CH3:33])[CH2:31][OH:32])[C:6]=2[N:7]=1.[CH3:35][N:36](C=O)C. The catalyst is CCOC(C)=O.[C-]#N.[C-]#N.[Zn+2].C1C=CC(/C=C/C(/C=C/C2C=CC=CC=2)=O)=CC=1.C1C=CC(/C=C/C(/C=C/C2C=CC=CC=2)=O)=CC=1.C1C=CC(/C=C/C(/C=C/C2C=CC=CC=2)=O)=CC=1.[Pd].[Pd].C1(P(C2C=CC=CC=2)[C-]2C=CC=C2)C=CC=CC=1.[C-]1(P(C2C=CC=CC=2)C2C=CC=CC=2)C=CC=C1.[Fe+2]. The product is [NH2:1][C:2]1[N:3]=[CH:4][C:5]2[C:10]([C:11]([C:13]3[CH:14]=[C:15]([NH:19][C:20](=[O:29])[CH2:21][C:22]4[CH:27]=[CH:26][C:25]([C:35]#[N:36])=[CH:24][N:23]=4)[CH:16]=[N:17][CH:18]=3)=[O:12])=[CH:9][N:8]([C:30]([CH3:34])([CH3:33])[CH2:31][OH:32])[C:6]=2[N:7]=1. The yield is 0.310. (3) The reactants are [Br:1][C:2]1[CH:13]=[CH:12][C:5]([CH2:6][CH:7]([C:10]#[N:11])[C:8]#[N:9])=[CH:4][CH:3]=1.[H-].[Na+].Br[CH2:17][CH2:18][C:19]([F:22])([F:21])[F:20]. The catalyst is CN(C)C=O. The product is [Br:1][C:2]1[CH:3]=[CH:4][C:5]([CH2:6][C:7]([CH2:17][CH2:18][C:19]([F:22])([F:21])[F:20])([C:8]#[N:9])[C:10]#[N:11])=[CH:12][CH:13]=1. The yield is 0.850. (4) The product is [CH2:49]1[C:50]2[C:55](=[CH:54][CH:53]=[CH:52][CH:51]=2)[CH2:56][CH2:57][N:48]1[CH2:47][CH:46]([OH:58])[CH2:45][NH:44][C:10](=[O:12])[C:9]1[CH:13]=[CH:14][CH:15]=[C:7]([C:6]2[N:2]([CH3:1])[N:3]=[CH:4][CH:5]=2)[CH:8]=1. The yield is 0.250. The catalyst is C(Cl)Cl.O. The reactants are [CH3:1][N:2]1[C:6]([C:7]2[CH:8]=[C:9]([CH:13]=[CH:14][CH:15]=2)[C:10]([OH:12])=O)=[CH:5][CH:4]=[N:3]1.CCN=C=NCCCN(C)C.C1C=CC2N(O)N=NC=2C=1.CCN(CC)CC.[NH2:44][CH2:45][CH:46]([OH:58])[CH2:47][N:48]1[CH2:57][CH2:56][C:55]2[C:50](=[CH:51][CH:52]=[CH:53][CH:54]=2)[CH2:49]1. (5) The reactants are Br[CH2:2][CH2:3][O:4][CH:5]1[C:12]2[CH:13]=[C:14]([Cl:17])[CH:15]=[CH:16][C:11]=2[O:10][CH2:9][O:8][C:7]2[CH:18]=[CH:19][C:20]([Cl:22])=[CH:21][C:6]1=2.[CH2:23]([O:25][C:26](=[O:39])[CH:27]([O:36][CH2:37][CH3:38])[CH2:28][C:29]1[CH:34]=[CH:33][C:32]([OH:35])=[CH:31][CH:30]=1)[CH3:24].C(=O)([O-])[O-].[K+].[K+].C1OCCOCCOCCOCCOCCOC1. The catalyst is C1(C)C=CC=CC=1. The product is [CH2:23]([O:25][C:26](=[O:39])[CH:27]([O:36][CH2:37][CH3:38])[CH2:28][C:29]1[CH:30]=[CH:31][C:32]([O:35][CH2:2][CH2:3][O:4][CH:5]2[C:12]3[CH:13]=[C:14]([Cl:17])[CH:15]=[CH:16][C:11]=3[O:10][CH2:9][O:8][C:7]3[CH:18]=[CH:19][C:20]([Cl:22])=[CH:21][C:6]2=3)=[CH:33][CH:34]=1)[CH3:24]. The yield is 0.530. (6) The reactants are [CH:1]1[C:6]([Cl:7])=[CH:5][C:4]2[C@:8]([C:18]([F:21])([F:20])[F:19])([C:13]#[C:14][CH:15]3[CH2:17][CH2:16]3)[O:9][C:10]([NH:12][C:3]=2[CH:2]=1)=[O:11].C(=O)([O-])[O-].[K+].[K+].[I-].[Na+].[C:30]([O:34][C:35](=[O:40])[CH2:36][CH2:37][CH2:38]Br)([CH3:33])([CH3:32])[CH3:31]. The catalyst is C1OCCOCCOCCOCCOCCOC1.CN(C=O)C. The product is [C:30]([O:34][C:35](=[O:40])[CH2:36][CH2:37][CH2:38][N:12]1[C:3]2[CH:2]=[CH:1][C:6]([Cl:7])=[CH:5][C:4]=2[C:8]([C:13]#[C:14][CH:15]2[CH2:16][CH2:17]2)([C:18]([F:20])([F:21])[F:19])[O:9][C:10]1=[O:11])([CH3:33])([CH3:32])[CH3:31]. The yield is 0.900. (7) The reactants are Br[C:2]1[CH:14]=[CH:13][C:5]2[O:6][C:7]3[CH:12]=[CH:11][CH:10]=[CH:9][C:8]=3[C:4]=2[CH:3]=1.C([Li])CCC.[B:20](OC)([O:23]C)[O:21]C.Cl. The catalyst is CCCCCC.C1COCC1. The product is [CH:3]1[C:4]2[C:8]3[CH:9]=[CH:10][CH:11]=[CH:12][C:7]=3[O:6][C:5]=2[CH:13]=[CH:14][C:2]=1[B:20]([OH:23])[OH:21]. The yield is 0.720.